From a dataset of Full USPTO retrosynthesis dataset with 1.9M reactions from patents (1976-2016). Predict the reactants needed to synthesize the given product. (1) Given the product [NH2:29][CH2:28][C:27]([CH3:32])([CH3:26])[CH2:30][NH:31][C:16]1[N:15]2[CH:20]=[CH:21][N:22]=[C:14]2[C:13]([C:23]([NH2:25])=[O:24])=[C:12]([NH:11][C:5]2[CH:4]=[C:3]([O:2][CH3:1])[CH:8]=[C:7]([O:9][CH3:10])[CH:6]=2)[N:17]=1, predict the reactants needed to synthesize it. The reactants are: [CH3:1][O:2][C:3]1[CH:4]=[C:5]([NH:11][C:12]2[N:17]=[C:16](SC)[N:15]3[CH:20]=[CH:21][N:22]=[C:14]3[C:13]=2[C:23]([NH2:25])=[O:24])[CH:6]=[C:7]([O:9][CH3:10])[CH:8]=1.[CH3:26][C:27]([CH3:32])([CH2:30][NH2:31])[CH2:28][NH2:29].O.CCOC(C)=O. (2) Given the product [Br:1][C:2]1[CH:7]=[CH:6][C:5]([N:8]2[C:24](=[O:25])[CH2:23][C:22](=[O:27])[N:11]([CH:12]3[CH2:13][CH2:14]3)[C:9]2=[O:10])=[CH:4][CH:3]=1, predict the reactants needed to synthesize it. The reactants are: [Br:1][C:2]1[CH:7]=[CH:6][C:5]([NH:8][C:9]([NH:11][CH:12]2[CH2:14][CH2:13]2)=[O:10])=[CH:4][CH:3]=1.C(OC(=O)C)(=O)C.[C:22](O)(=[O:27])[CH2:23][C:24](O)=[O:25]. (3) Given the product [CH3:9][C:4]1[C:3]([CH2:2][N:27]2[CH2:26][CH2:25][N:24]([C:20]3[N:21]=[C:22]([NH2:23])[N:17]4[N:16]=[C:15]([C:11]5[O:10][CH:14]=[CH:13][CH:12]=5)[CH:30]=[C:18]4[N:19]=3)[CH2:29][CH2:28]2)=[C:7]([CH3:8])[O:6][N:5]=1, predict the reactants needed to synthesize it. The reactants are: Cl[CH2:2][C:3]1[C:4]([CH3:9])=[N:5][O:6][C:7]=1[CH3:8].[O:10]1[CH:14]=[CH:13][CH:12]=[C:11]1[C:15]1[CH:30]=[C:18]2[N:19]=[C:20]([N:24]3[CH2:29][CH2:28][NH:27][CH2:26][CH2:25]3)[N:21]=[C:22]([NH2:23])[N:17]2[N:16]=1.CCN(CC)CC. (4) Given the product [Cl:25][C:26]1[CH:27]=[CH:28][C:29]([S:32][C:33]2[C:41]3[C:36](=[CH:37][CH:38]=[CH:39][C:40]=3[CH3:42])[NH:35][C:34]=2[C:43]([O:45][CH2:2][CH3:7])=[O:44])=[CH:30][CH:31]=1, predict the reactants needed to synthesize it. The reactants are: Cl[C:2]1C=C(SC2C3C(=CC(C)=CC=3)NC=2CCC(N)=O)C=C(Cl)[CH:7]=1.[Cl:25][C:26]1[CH:31]=[CH:30][C:29]([S:32][C:33]2[C:41]3[C:36](=[CH:37][CH:38]=[CH:39][C:40]=3[CH3:42])[NH:35][C:34]=2[C:43]([OH:45])=[O:44])=[CH:28][CH:27]=1.C(Cl)(=O)C(Cl)=O.CCO. (5) Given the product [NH2:1][C:2]1[N:7]=[CH:6][C:5]([CH2:8][CH:9]([C:22]2[N:23]=[CH:24][N:25]([CH:27]3[CH2:31][CH2:30][CH2:29][CH2:28]3)[CH:26]=2)[C:10]([OH:12])=[O:11])=[CH:4][CH:3]=1, predict the reactants needed to synthesize it. The reactants are: [NH2:1][C:2]1[N:7]=[CH:6][C:5]([CH2:8][C:9]([C:22]2[N:23]=[CH:24][N:25]([CH:27]3[CH2:31][CH2:30][CH2:29][CH2:28]3)[CH:26]=2)(C(OC)=O)[C:10]([O:12]C2CCCC2)=[O:11])=[CH:4][CH:3]=1.Cl. (6) Given the product [C:26]([O:25][C:23]([NH:22][C@H:18]([C:15]1[CH:16]=[CH:17][C:12]([O:11][CH:10]([CH2:9][OH:8])[CH2:30][OH:31])=[CH:13][CH:14]=1)[C:19]([OH:21])=[O:20])=[O:24])([CH3:29])([CH3:28])[CH3:27], predict the reactants needed to synthesize it. The reactants are: C([O:8][CH2:9][CH:10]([CH2:30][O:31]CC1C=CC=CC=1)[O:11][C:12]1[CH:17]=[CH:16][C:15]([C@@H:18]([NH:22][C:23]([O:25][C:26]([CH3:29])([CH3:28])[CH3:27])=[O:24])[C:19]([OH:21])=[O:20])=[CH:14][CH:13]=1)C1C=CC=CC=1. (7) The reactants are: C1COCC1.Br[C:7]1[CH:12]=[CH:11][C:10]([F:13])=[CH:9][CH:8]=1.Br[C:15]1[S:19][C:18]([C:20]2[N:24]3[N:25]=[C:26]([CH3:34])[CH:27]=[C:28]([CH:29]([CH2:32][CH3:33])[CH2:30][CH3:31])[C:23]3=[N:22][C:21]=2[CH3:35])=[C:17]([CH3:36])[CH:16]=1. Given the product [CH2:30]([CH:29]([C:28]1[C:23]2[N:24]([C:20]([C:18]3[S:19][C:15]([C:7]4[CH:12]=[CH:11][C:10]([F:13])=[CH:9][CH:8]=4)=[CH:16][C:17]=3[CH3:36])=[C:21]([CH3:35])[N:22]=2)[N:25]=[C:26]([CH3:34])[CH:27]=1)[CH2:32][CH3:33])[CH3:31], predict the reactants needed to synthesize it. (8) Given the product [ClH:24].[ClH:24].[N:23]1[C:22]2[CH:21]=[CH:20][N:19]=[CH:18][C:17]=2[O:16][C:15]=1[NH:14][CH:11]1[CH2:12][CH2:13][NH:8][CH2:9][CH2:10]1, predict the reactants needed to synthesize it. The reactants are: C(OC([N:8]1[CH2:13][CH2:12][CH:11]([NH:14][C:15]2[O:16][C:17]3[CH:18]=[N:19][CH:20]=[CH:21][C:22]=3[N:23]=2)[CH2:10][CH2:9]1)=O)(C)(C)C.[ClH:24]. (9) Given the product [OH:12][C@@H:14]([C:15]1[CH:28]=[CH:24][CH:25]=[C:26]([OH:27])[CH:16]=1)[C@H:13]([CH3:23])[CH2:18][N:5]1[C:1](=[O:11])[C:2]2[C:3](=[CH:7][CH:8]=[CH:9][CH:10]=2)[C:4]1=[O:6], predict the reactants needed to synthesize it. The reactants are: [C:1]1(=[O:11])[NH:5][C:4](=[O:6])[C:3]2=[CH:7][CH:8]=[CH:9][CH:10]=[C:2]12.[OH2:12].[C:13]1([CH3:23])[CH:18]=C[C:16](S(O)(=O)=O)=[CH:15][CH:14]=1.[CH2:24]1[CH2:28][O:27][CH2:26][CH2:25]1. (10) Given the product [F:1][C:2]1[CH:3]=[C:4]([NH:9][C:10]2[C:15]([NH2:16])=[CH:14][CH:13]=[CH:12][N:11]=2)[CH:5]=[CH:6][C:7]=1[CH3:8], predict the reactants needed to synthesize it. The reactants are: [F:1][C:2]1[CH:3]=[C:4]([NH:9][C:10]2[C:15]([N+:16]([O-])=O)=[CH:14][CH:13]=[CH:12][N:11]=2)[CH:5]=[CH:6][C:7]=1[CH3:8].[Cl-].[NH4+].